Dataset: Forward reaction prediction with 1.9M reactions from USPTO patents (1976-2016). Task: Predict the product of the given reaction. (1) Given the reactants [Cl:1][C:2]1[CH:7]=[CH:6][C:5]([N:8]2[C:12]([CH2:13][CH:14]([CH3:16])[CH3:15])=[CH:11][CH:10]=[C:9]2C=O)=[C:4]([C:19](=[O:30])[C:20]2[CH:25]=[CH:24][CH:23]=[C:22]([O:26][CH3:27])[C:21]=2[O:28][CH3:29])[CH:3]=1.CN(C)[CH:33]=[O:34], predict the reaction product. The product is: [Cl:1][C:2]1[CH:7]=[CH:6][C:5]([N:8]2[C:12]([CH2:13][CH:14]([CH3:15])[CH3:16])=[CH:11][CH:10]=[C:9]2[CH:20]=[CH:21][C:22]([O:34][CH3:33])=[O:26])=[C:4]([C:19](=[O:30])[C:20]2[CH:25]=[CH:24][CH:23]=[C:22]([O:26][CH3:27])[C:21]=2[O:28][CH3:29])[CH:3]=1. (2) The product is: [C:1]([NH:4][CH:5]([CH2:6][C:7]([NH:40][C:39]1[CH:38]=[CH:37][C:36]([O:35][CH2:34][C:33]2[CH:43]=[CH:44][CH:45]=[C:31]([F:30])[CH:32]=2)=[CH:42][CH:41]=1)=[O:9])[C:10]([O:12][CH3:13])=[O:11])(=[O:3])[CH3:2]. Given the reactants [C:1]([NH:4][C@H:5]([C:10]([O:12][CH3:13])=[O:11])[CH2:6][C:7]([OH:9])=O)(=[O:3])[CH3:2].CN1CCOCC1.ClC(OCC(C)C)=O.Cl.[F:30][C:31]1[CH:32]=[C:33]([CH:43]=[CH:44][CH:45]=1)[CH2:34][O:35][C:36]1[CH:42]=[CH:41][C:39]([NH2:40])=[CH:38][CH:37]=1, predict the reaction product. (3) Given the reactants [OH:1][C:2]1[C:11](I)=[C:10]2[C:5]([C:6](=[O:24])[N:7]([C:16]3[CH:23]=[CH:22][C:19]([C:20]#[N:21])=[CH:18][CH:17]=3)[C:8]([CH:13]([CH3:15])[CH3:14])=[N:9]2)=[CH:4][CH:3]=1.C1C=CC(P(C2C=CC=CC=2)CCCP(C2C=CC=CC=2)C2C=CC=CC=2)=CC=1.C(=O)([O-])[O-].[K+].[K+].[CH:60]([O:62]CCCC)=[CH2:61], predict the reaction product. The product is: [C:60]([C:11]1[C:2]([OH:1])=[CH:3][CH:4]=[C:5]2[C:10]=1[N:9]=[C:8]([CH:13]([CH3:14])[CH3:15])[N:7]([C:16]1[CH:23]=[CH:22][C:19]([C:20]#[N:21])=[CH:18][CH:17]=1)[C:6]2=[O:24])(=[O:62])[CH3:61]. (4) Given the reactants [CH:1]([N:4]1[C:8]([C:9]2[N:10]=[C:11]3[C:17]4[CH:18]=[CH:19][C:20]([C:22]5[N:23]([CH:27]6[CH2:32][CH2:31][CH2:30][NH:29][CH2:28]6)[N:24]=[CH:25][CH:26]=5)=[CH:21][C:16]=4[O:15][CH2:14][CH2:13][N:12]3[CH:33]=2)=[N:7][C:6]([CH3:34])=[N:5]1)([CH3:3])[CH3:2].C(=O)([O-])[O-].[Cs+].[Cs+].Br[C:42]([CH3:49])([CH3:48])[C:43]([O:45][CH2:46][CH3:47])=[O:44], predict the reaction product. The product is: [CH:1]([N:4]1[C:8]([C:9]2[N:10]=[C:11]3[C:17]4[CH:18]=[CH:19][C:20]([C:22]5[N:23]([CH:27]6[CH2:32][CH2:31][CH2:30][N:29]([C:42]([CH3:49])([CH3:48])[C:43]([O:45][CH2:46][CH3:47])=[O:44])[CH2:28]6)[N:24]=[CH:25][CH:26]=5)=[CH:21][C:16]=4[O:15][CH2:14][CH2:13][N:12]3[CH:33]=2)=[N:7][C:6]([CH3:34])=[N:5]1)([CH3:3])[CH3:2]. (5) Given the reactants [CH:1]1([C:4]2[NH:5][C:6](=O)[C:7]3[N:12]=[N:11][N:10]([CH2:13][C:14]4[CH:19]=[CH:18][C:17]([O:20][CH3:21])=[CH:16][CH:15]=4)[C:8]=3[N:9]=2)[CH2:3][CH2:2]1.O=P(Cl)(Cl)Cl.C(N(CC)C1C=CC=CC=1)C.Cl.[F:40][C:41]1([F:46])[CH2:45][CH2:44][NH:43][CH2:42]1.CCN(C(C)C)C(C)C, predict the reaction product. The product is: [CH:1]1([C:4]2[N:5]=[C:6]([N:43]3[CH2:44][CH2:45][C:41]([F:46])([F:40])[CH2:42]3)[C:7]3[N:12]=[N:11][N:10]([CH2:13][C:14]4[CH:19]=[CH:18][C:17]([O:20][CH3:21])=[CH:16][CH:15]=4)[C:8]=3[N:9]=2)[CH2:3][CH2:2]1.